This data is from Reaction yield outcomes from USPTO patents with 853,638 reactions. The task is: Predict the reaction yield, written as a fraction of the theoretical maximum amount of product (1.0 means a 100% yield; for example, 0.34 means a 34% yield). The reactants are C([O:5][C:6]([C:8]1[O:9][C:10]2[CH:17]=[CH:16][CH:15]=[C:14]([O:18][CH2:19][C:20]3[CH:21]=[N:22][CH:23]=[CH:24][CH:25]=3)[C:11]=2[C:12]=1[CH3:13])=[O:7])(C)(C)C.C(O)(C(F)(F)F)=O.C(Cl)Cl. No catalyst specified. The product is [CH3:13][C:12]1[C:11]2[C:14]([O:18][CH2:19][C:20]3[CH:21]=[N:22][CH:23]=[CH:24][CH:25]=3)=[CH:15][CH:16]=[CH:17][C:10]=2[O:9][C:8]=1[C:6]([OH:7])=[O:5]. The yield is 1.00.